Task: Predict which catalyst facilitates the given reaction.. Dataset: Catalyst prediction with 721,799 reactions and 888 catalyst types from USPTO (1) Reactant: [CH3:1][C:2]1[CH:7]=[CH:6][C:5]([S:8]([N:11]([C@H:16]([C:41]([NH2:43])=[O:42])[CH2:17][CH2:18][CH2:19][CH2:20][NH:21][C:22]([C@@H:24]([NH:32][S:33]([C:36]2[S:40][CH:39]=[CH:38][CH:37]=2)(=[O:35])=[O:34])[CH2:25][C:26]2[CH:31]=[CH:30][CH:29]=[CH:28][CH:27]=2)=[O:23])[CH2:12][CH:13]([CH3:15])[CH3:14])(=[O:10])=[O:9])=[CH:4][CH:3]=1.[CH2:44]([CH2:46]N)[OH:45]. Product: [CH3:1][C:2]1[CH:3]=[CH:4][C:5]([S:8]([N:11]([C@H:16]([C:41]([NH:43][CH2:46][CH2:44][OH:45])=[O:42])[CH2:17][CH2:18][CH2:19][CH2:20][NH:21][C:22]([C@@H:24]([NH:32][S:33]([C:36]2[S:40][CH:39]=[CH:38][CH:37]=2)(=[O:34])=[O:35])[CH2:25][C:26]2[CH:31]=[CH:30][CH:29]=[CH:28][CH:27]=2)=[O:23])[CH2:12][CH:13]([CH3:15])[CH3:14])(=[O:9])=[O:10])=[CH:6][CH:7]=1. The catalyst class is: 8. (2) Reactant: [NH2:1][CH2:2][C:3]1[CH:8]=[C:7]([OH:9])[C:6]([O:10][CH2:11][CH2:12][CH3:13])=[CH:5][N:4]=1.CO[CH:16]=[C:17]1[C:26]2[C:21](=[CH:22][CH:23]=[C:24]([N:27]3[CH:31]=[CH:30][CH:29]=[CH:28]3)[CH:25]=2)[C:20](=[O:32])[NH:19][C:18]1=[O:33]. Product: [OH:9][C:7]1[C:6]([O:10][CH2:11][CH2:12][CH3:13])=[CH:5][N:4]=[C:3]([CH2:2][NH:1][CH:16]=[C:17]2[C:26]3[C:21](=[CH:22][CH:23]=[C:24]([N:27]4[CH:31]=[CH:30][CH:29]=[CH:28]4)[CH:25]=3)[C:20](=[O:32])[NH:19][C:18]2=[O:33])[CH:8]=1. The catalyst class is: 9. (3) Product: [F:27][C:28]1[CH:29]=[C:30]2[C:34](=[CH:35][CH:36]=1)[C:33]([C:41]1[C:49]3[C:44](=[C:45]([NH:50][S:51]([CH3:54])(=[O:53])=[O:52])[CH:46]=[CH:47][CH:48]=3)[NH:43][CH:42]=1)([CH2:37][CH2:38][CH2:39][I:25])[CH2:32][CH2:31]2. Reactant: C1(P(C2C=CC=CC=2)C2C=CC=CC=2)C=CC=CC=1.N1C=CN=C1.[I:25]I.[F:27][C:28]1[CH:29]=[C:30]2[C:34](=[CH:35][CH:36]=1)[C:33]([C:41]1[C:49]3[C:44](=[C:45]([NH:50][S:51]([CH3:54])(=[O:53])=[O:52])[CH:46]=[CH:47][CH:48]=3)[NH:43][CH:42]=1)([CH2:37][CH2:38][CH2:39]O)[CH2:32][CH2:31]2. The catalyst class is: 365.